The task is: Predict the reactants needed to synthesize the given product.. This data is from Full USPTO retrosynthesis dataset with 1.9M reactions from patents (1976-2016). (1) Given the product [Cl:18][C:19]1[CH:20]=[N:21][CH:22]=[C:23]([C:25]#[C:26][C:5]2[CH:6]=[CH:7][C:2]([F:1])=[C:3]([O:9][CH3:10])[CH:4]=2)[CH:24]=1, predict the reactants needed to synthesize it. The reactants are: [F:1][C:2]1[CH:7]=[CH:6][C:5](I)=[CH:4][C:3]=1[O:9][CH3:10].C(N(CC)CC)C.[Cl:18][C:19]1[CH:20]=[N:21][CH:22]=[C:23]([C:25]#[CH:26])[CH:24]=1. (2) Given the product [F:36][C:26]1[CH:27]=[C:28]([CH:34]=[CH:35][C:25]=1[NH:24][C:2]1[C:3]([F:23])=[C:4]([N:8]2[CH2:13][CH2:12][CH:11]([C:14]3[O:18][N:17]=[C:16]([C:19]([F:22])([CH3:21])[CH3:20])[N:15]=3)[CH2:10][CH2:9]2)[N:5]=[CH:6][N:7]=1)[C:29]([O:31][CH2:32][CH3:33])=[O:30], predict the reactants needed to synthesize it. The reactants are: Cl[C:2]1[N:7]=[CH:6][N:5]=[C:4]([N:8]2[CH2:13][CH2:12][CH:11]([C:14]3[O:18][N:17]=[C:16]([C:19]([F:22])([CH3:21])[CH3:20])[N:15]=3)[CH2:10][CH2:9]2)[C:3]=1[F:23].[NH2:24][C:25]1[CH:35]=[CH:34][C:28]([C:29]([O:31][CH2:32][CH3:33])=[O:30])=[CH:27][C:26]=1[F:36].C([O-])([O-])=O.[Cs+].[Cs+].